This data is from Experimentally validated miRNA-target interactions with 360,000+ pairs, plus equal number of negative samples. The task is: Binary Classification. Given a miRNA mature sequence and a target amino acid sequence, predict their likelihood of interaction. (1) The miRNA is mmu-miR-466e-5p with sequence GAUGUGUGUGUACAUGUACAUA. The protein sequence of the target gene is MEFCLAQPCPQGNHEATSSTFNTFQPMNLTQGRCQNLSCGSRPSMQVMKEQGVQLSPRTNHTVVSASAPGTAWVLGNADRAEEVPGKGDLSLQAETRAWVQKTQAHWLLLKTAPLWFHGFITRREAERLLQPQPLGCYLVRFSESAVTFVLSYRSQTCCRHFLLAQLGDGRHVVLGEDSAHAQLQDLLEHYTECPLSPYGEILTQPLARQTAEPAGLSLRADSDSGSKRQDPDTQLSLLLQQGQAQASGHTEKVWASQQKATSQASRPRPPIPAKPQLPPEVYTSPASRLHQAPPINPIY.... Result: 1 (interaction). (2) The miRNA is hsa-miR-658 with sequence GGCGGAGGGAAGUAGGUCCGUUGGU. The protein sequence of the target gene is MLQSIIKNIWIPMKPYYTKVYQEIWIGMGLMGFIVYKIRAADKRSKALKASAPAPGHH. Result: 1 (interaction).